This data is from Peptide-MHC class II binding affinity with 134,281 pairs from IEDB. The task is: Regression. Given a peptide amino acid sequence and an MHC pseudo amino acid sequence, predict their binding affinity value. This is MHC class II binding data. (1) The peptide sequence is VKLRRSSAAQVDGFY. The MHC is DRB1_0301 with pseudo-sequence DRB1_0301. The binding affinity (normalized) is 0.159. (2) The peptide sequence is MGGLWKYLNAVSLCI. The MHC is DRB1_1101 with pseudo-sequence DRB1_1101. The binding affinity (normalized) is 0.710. (3) The peptide sequence is YDKFLANVSTVLTGP. The MHC is DRB1_0405 with pseudo-sequence DRB1_0405. The binding affinity (normalized) is 0.538. (4) The peptide sequence is EKDSPFKLSSSEPHC. The MHC is DRB1_1101 with pseudo-sequence DRB1_1101. The binding affinity (normalized) is 0.341. (5) The peptide sequence is GWNDWENVPFCSHHF. The MHC is HLA-DQA10201-DQB10303 with pseudo-sequence HLA-DQA10201-DQB10303. The binding affinity (normalized) is 0.397. (6) The binding affinity (normalized) is 0. The peptide sequence is ITDTTIGTGDDCISI. The MHC is DRB1_0901 with pseudo-sequence DRB1_0901.